The task is: Predict the reaction yield, written as a fraction of the theoretical maximum amount of product (1.0 means a 100% yield; for example, 0.34 means a 34% yield).. This data is from Reaction yield outcomes from USPTO patents with 853,638 reactions. (1) The reactants are Cl.[NH2:2][CH2:3][C:4]([NH2:6])=[O:5].[OH-].[Na+].[C:9](O[C:9]([O:11][C:12]([CH3:15])([CH3:14])[CH3:13])=[O:10])([O:11][C:12]([CH3:15])([CH3:14])[CH3:13])=[O:10].CCCCCC.CC(C)=O. The catalyst is O.C(O)(C)(C)C. The product is [C:9]([NH:2][CH2:3][C:4]([NH2:6])=[O:5])([O:11][C:12]([CH3:15])([CH3:14])[CH3:13])=[O:10]. The yield is 0.820. (2) The reactants are [CH3:1][Mg]Cl.N#N.COC(=O)[CH2:9][CH2:10][CH2:11][C:12]1[CH:17]=[CH:16][CH:15]=[CH:14][CH:13]=1.CC[O:21][CH2:22][CH3:23]. No catalyst specified. The product is [CH3:1][C:22]([CH3:23])([OH:21])[CH2:9][CH2:10][CH2:11][C:12]1[CH:17]=[CH:16][CH:15]=[CH:14][CH:13]=1. The yield is 0.940. (3) The reactants are [O:1]=[C:2]1[CH2:6][C:5]2([CH2:11][CH2:10][CH:9]([C:12]([O:14][CH2:15][CH3:16])=[O:13])[CH2:8][CH2:7]2)[CH2:4][NH:3]1.I[C:18]1[CH:23]=[CH:22][CH:21]=[CH:20][CH:19]=1.N[C@@H]1CCCC[C@H]1N.C(=O)([O-])[O-].[Cs+].[Cs+]. The catalyst is [Cu]I.C1(C)C=CC=CC=1. The product is [O:1]=[C:2]1[CH2:6][C:5]2([CH2:11][CH2:10][CH:9]([C:12]([O:14][CH2:15][CH3:16])=[O:13])[CH2:8][CH2:7]2)[CH2:4][N:3]1[C:18]1[CH:23]=[CH:22][CH:21]=[CH:20][CH:19]=1. The yield is 0.850. (4) The reactants are CC([S@]([NH:7][C@@H:8]([C:13]1[CH:18]=[CH:17][C:16]([C:19]2[CH:24]=[CH:23][C:22]([C:25]([F:28])([F:27])[F:26])=[CH:21][CH:20]=2)=[CH:15][CH:14]=1)[CH2:9][CH:10]([CH3:12])[CH3:11])=O)(C)C.CO.[ClH:31]. The catalyst is CCOCC. The product is [ClH:31].[CH3:11][CH:10]([CH3:12])[CH2:9][C@H:8]([C:13]1[CH:18]=[CH:17][C:16]([C:19]2[CH:24]=[CH:23][C:22]([C:25]([F:26])([F:27])[F:28])=[CH:21][CH:20]=2)=[CH:15][CH:14]=1)[NH2:7]. The yield is 0.890.